This data is from Full USPTO retrosynthesis dataset with 1.9M reactions from patents (1976-2016). The task is: Predict the reactants needed to synthesize the given product. (1) Given the product [Br:1][C:2]1[CH:11]=[CH:10][C:5]([C:6]([NH:8][N:9]2[C:12](=[O:14])[CH:13]3[CH:5]([CH2:4][CH2:3][CH2:2][CH2:11]3)[C:6]2=[O:7])=[O:7])=[CH:4][CH:3]=1, predict the reactants needed to synthesize it. The reactants are: [Br:1][C:2]1[CH:11]=[CH:10][C:5]([C:6]([NH:8][NH2:9])=[O:7])=[CH:4][CH:3]=1.[CH2:12]([OH:14])[CH3:13]. (2) Given the product [CH3:1][O:2][C:3]1[CH:8]=[C:7]([O:9][CH3:10])[CH:6]=[CH:5][C:4]=1[C:11]1[N:16]([CH2:17][C:18]([NH:23][CH2:24][CH2:25][NH:26][C:27](=[O:33])[O:28][C:29]([CH3:31])([CH3:30])[CH3:32])=[O:20])[C:15](=[S:21])[NH:14][C:13](=[O:22])[CH:12]=1, predict the reactants needed to synthesize it. The reactants are: [CH3:1][O:2][C:3]1[CH:8]=[C:7]([O:9][CH3:10])[CH:6]=[CH:5][C:4]=1[C:11]1[N:16]([CH2:17][C:18]([OH:20])=O)[C:15](=[S:21])[NH:14][C:13](=[O:22])[CH:12]=1.[NH2:23][CH2:24][CH2:25][NH:26][C:27](=[O:33])[O:28][C:29]([CH3:32])([CH3:31])[CH3:30].N1C=CC=CC=1. (3) Given the product [F:1][C:2]([F:7])([F:6])[C:3]([O-:5])=[O:4].[OH:40][C:27]([C:34]1[CH:35]=[CH:36][CH:37]=[CH:38][CH:39]=1)([C:28]1[CH:33]=[CH:32][CH:31]=[CH:30][CH:29]=1)[C:26]([O:25][C@@H:19]1[CH:20]2[CH2:23][CH2:24][N+:17]([CH2:16][CH2:15][NH:14][C:12]([C@@H:52]3[CH2:51][CH2:53][CH2:50][NH:49]3)=[O:13])([CH2:22][CH2:21]2)[CH2:18]1)=[O:41].[F:1][C:2]([F:7])([F:6])[C:3]([O-:5])=[O:4].[OH:40][C:27]([C:28]1[CH:33]=[CH:32][CH:31]=[CH:30][CH:29]=1)([C:34]1[CH:39]=[CH:38][CH:37]=[CH:36][CH:35]=1)[C:26]([O:25][C@@H:19]1[CH:20]2[CH2:21][CH2:22][N+:17]([CH2:16][CH2:15][NH:14][C:12]([C@H:3]3[CH2:2][CH2:52][CH2:51][CH2:50][NH:49]3)=[O:13])([CH2:24][CH2:23]2)[CH2:18]1)=[O:41].[F:1][C:2]([F:7])([F:6])[C:3]([O-:5])=[O:4].[OH:40][C:27]([C:28]1[CH:33]=[CH:32][CH:31]=[CH:30][CH:29]=1)([C:34]1[CH:39]=[CH:38][CH:37]=[CH:36][CH:35]=1)[C:26]([O:25][C@@H:19]1[CH:20]2[CH2:21][CH2:22][N+:17]([CH2:16][CH2:15][NH:14][C:12]([C@@H:3]3[CH2:2][CH2:52][CH2:51][CH2:50][NH:49]3)=[O:13])([CH2:24][CH2:23]2)[CH2:18]1)=[O:41].[F:1][C:2]([F:7])([F:6])[C:3]([O-:5])=[O:4].[NH:49]1[CH2:52][CH2:51][C@H:50]1[C:12]([NH:14][CH2:15][CH2:16][N+:17]12[CH2:24][CH2:23][CH:20]([CH2:21][CH2:22]1)[C@@H:19]([O:25][C:26](=[O:41])[C:27]([OH:40])([C:28]1[CH:33]=[CH:32][CH:31]=[CH:30][CH:29]=1)[C:34]1[CH:35]=[CH:36][CH:37]=[CH:38][CH:39]=1)[CH2:18]2)=[O:13], predict the reactants needed to synthesize it. The reactants are: [F:1][C:2]([F:7])([F:6])[C:3]([O-:5])=[O:4].N1CC([C:12]([NH:14][CH2:15][CH2:16][N+:17]23[CH2:24][CH2:23][CH:20]([CH2:21][CH2:22]2)[C@@H:19]([O:25][C:26](=[O:41])[C:27]([OH:40])([C:34]2[CH:39]=[CH:38][CH:37]=[CH:36][CH:35]=2)[C:28]2[CH:33]=[CH:32][CH:31]=[CH:30][CH:29]=2)[CH2:18]3)=[O:13])C1.C([N:49]1[CH2:52][CH:51]([C:53](O)=O)[CH2:50]1)(OC(C)(C)C)=O. (4) Given the product [C:41]([N:29]1[CH2:30][CH2:31][C@@H:27]([N:8]2[C:4]3=[N:5][CH:6]=[N:7][C:2]([NH2:1])=[C:3]3[C:10]([C:11]3[CH:12]=[CH:13][C:14]([C:15]([NH:17][C:18]4[CH:23]=[C:22]([CH3:24])[CH:21]=[CH:20][N:19]=4)=[O:16])=[CH:25][CH:26]=3)=[N:9]2)[CH2:28]1)(=[O:44])[CH:42]=[CH2:43], predict the reactants needed to synthesize it. The reactants are: [NH2:1][C:2]1[N:7]=[CH:6][N:5]=[C:4]2[N:8]([C@@H:27]3[CH2:31][CH2:30][NH:29][CH2:28]3)[N:9]=[C:10]([C:11]3[CH:26]=[CH:25][C:14]([C:15]([NH:17][C:18]4[CH:23]=[C:22]([CH3:24])[CH:21]=[CH:20][N:19]=4)=[O:16])=[CH:13][CH:12]=3)[C:3]=12.CCN(C(C)C)C(C)C.[C:41](Cl)(=[O:44])[CH:42]=[CH2:43]. (5) The reactants are: C(OC(N1C[C@:11](CN)([F:13])[CH2:10][C@H:9]1[C:16](OCC1C=CC=CC=1)=O)=O)(C)(C)C.C(Cl)(O[CH2:29][C:30]([Cl:33])(Cl)Cl)=O.[C:35]([O:39][C:40]([N:42]1[CH2:46][C@@:45]([F:57])([CH2:47][NH:48][C:49]([O:51][CH2:52][C:53]([Cl:56])([Cl:55])[Cl:54])=[O:50])[CH2:44][C@H:43]1[C:58](OCC1C=CC=CC=1)=[O:59])=[O:41])([CH3:38])([CH3:37])[CH3:36].[CH3:68]I.[H-].[Na+].C[N:73]([CH:75]=O)C. Given the product [C:35]([O:39][C:40]([N:42]1[CH2:46][C@@:45]([F:57])([CH2:47][N:48]([CH3:68])[C:49]([O:51][CH2:52][C:53]([Cl:54])([Cl:55])[Cl:56])=[O:50])[CH2:44][C@H:43]1[C:58](=[O:59])[NH:73][CH2:75][C:10]1[CH:9]=[CH:16][CH:29]=[C:30]([Cl:33])[C:11]=1[F:13])=[O:41])([CH3:36])([CH3:37])[CH3:38], predict the reactants needed to synthesize it. (6) Given the product [CH2:14]([O:16][C:17](=[O:25])[CH2:18][C:19]1[N:20]=[C:21]([NH:24][C:31]([N:7]([CH:1]2[CH2:2][CH2:3][CH2:4][CH2:5][CH2:6]2)[CH:8]2[CH2:9][CH2:10][CH2:11][CH2:12][CH2:13]2)=[O:32])[S:22][CH:23]=1)[CH3:15].[CH2:14]([O:16][C:17](=[O:25])[CH2:18][C:19]1[N:20]=[C:21]([NH:24][C:34]([N:7]([CH:1]2[CH2:2][CH2:3][CH2:4][CH2:5][CH2:6]2)[CH:8]2[CH2:9][CH2:10][CH2:11][CH2:12][CH2:13]2)=[O:37])[S:22][C:23]=1[Br:26])[CH3:15], predict the reactants needed to synthesize it. The reactants are: [CH:1]1([NH:7][CH:8]2[CH2:13][CH2:12][CH2:11][CH2:10][CH2:9]2)[CH2:6][CH2:5][CH2:4][CH2:3][CH2:2]1.[CH2:14]([O:16][C:17](=[O:25])[CH2:18][C:19]1[N:20]=[C:21]([NH2:24])[S:22][CH:23]=1)[CH3:15].[Br:26]N1[C:31](=[O:32])CCC1=O.[C:34]([OH:37])(=O)C. (7) Given the product [F:33][C:34]([F:44])([F:45])[O:35][C:36]1[CH:43]=[CH:42][C:39]([CH2:40][N:20]2[CH2:19][CH2:18][N:17]([C:23]3[S:24][C:25]4[CH:31]=[C:30]([OH:32])[CH:29]=[CH:28][C:26]=4[N:27]=3)[CH2:22][CH2:21]2)=[CH:38][CH:37]=1, predict the reactants needed to synthesize it. The reactants are: CO.C(O[BH-](OC(=O)C)OC(=O)C)(=O)C.[Na+].[N:17]1([C:23]2[S:24][C:25]3[CH:31]=[C:30]([OH:32])[CH:29]=[CH:28][C:26]=3[N:27]=2)[CH2:22][CH2:21][NH:20][CH2:19][CH2:18]1.[F:33][C:34]([F:45])([F:44])[O:35][C:36]1[CH:43]=[CH:42][C:39]([CH:40]=O)=[CH:38][CH:37]=1. (8) Given the product [CH3:1][O:2][C:3]([C:5]1[CH:13]=[C:12]2[C:8]([C:9]3[CH:17]=[C:16]([CH3:18])[CH:15]=[N:14][C:10]=3[NH:11]2)=[C:7]([C:27]2[CH:28]=[CH:29][CH:30]=[C:25]([S:22]([CH2:20][CH3:21])(=[O:23])=[O:24])[CH:26]=2)[CH:6]=1)=[O:4], predict the reactants needed to synthesize it. The reactants are: [CH3:1][O:2][C:3]([C:5]1[CH:13]=[C:12]2[C:8]([C:9]3[CH:17]=[C:16]([CH3:18])[CH:15]=[N:14][C:10]=3[NH:11]2)=[C:7](I)[CH:6]=1)=[O:4].[CH2:20]([S:22]([C:25]1[CH:26]=[C:27](C2C=C(C(F)(F)F)C(C)=C([N+]([O-])=O)C=2C2C(F)=NC=C(C)C=2)[CH:28]=[CH:29][CH:30]=1)(=[O:24])=[O:23])[CH3:21].